The task is: Predict the reactants needed to synthesize the given product.. This data is from Full USPTO retrosynthesis dataset with 1.9M reactions from patents (1976-2016). (1) Given the product [NH:26]1[C:34]2[C:29](=[CH:30][CH:31]=[C:32]([NH:35][C:2]3[C:11]4=[N:12][NH:13][CH:14]=[C:10]4[C:9]4[CH:8]=[CH:7][CH:6]=[C:5]([O:24][CH3:25])[C:4]=4[N:3]=3)[CH:33]=2)[CH:28]=[N:27]1, predict the reactants needed to synthesize it. The reactants are: Cl[C:2]1[C:11]2=[N:12][N:13](CC3C=CC(OC)=CC=3)[CH:14]=[C:10]2[C:9]2[CH:8]=[CH:7][CH:6]=[C:5]([O:24][CH3:25])[C:4]=2[N:3]=1.[NH:26]1[C:34]2[C:29](=[CH:30][CH:31]=[C:32]([NH2:35])[CH:33]=2)[CH:28]=[N:27]1.Cl. (2) Given the product [N:1]1[CH:6]=[CH:5][CH:4]=[CH:3][C:2]=1/[CH:7]=[N:10]\[OH:11], predict the reactants needed to synthesize it. The reactants are: [N:1]1[CH:6]=[CH:5][CH:4]=[CH:3][C:2]=1[CH:7]=O.Cl.[NH2:10][OH:11].[OH-].[Na+].Cl. (3) Given the product [NH2:25][C:26]1[C:27]([C:36]([NH:45][C@H:44]([C:46]([O:48][CH3:49])=[O:47])[C@@H:43]([CH3:50])[O:42][CH:40]([CH3:41])[CH3:39])=[O:38])=[CH:28][C:29]2[C:34]([CH:35]=1)=[CH:33][CH:32]=[CH:31][CH:30]=2, predict the reactants needed to synthesize it. The reactants are: CN(C(ON1N=NC2C=CC=NC1=2)=[N+](C)C)C.F[P-](F)(F)(F)(F)F.[NH2:25][C:26]1[C:27]([C:36]([OH:38])=O)=[CH:28][C:29]2[C:34]([CH:35]=1)=[CH:33][CH:32]=[CH:31][CH:30]=2.[CH3:39][CH:40]([O:42][C@@H:43]([CH3:50])[C@@H:44]([C:46]([O:48][CH3:49])=[O:47])[NH2:45])[CH3:41].C(N(C(C)C)CC)(C)C. (4) Given the product [Cl:2][C:3]1[CH:8]=[CH:7][C:6]2[N:9]([CH2:11][CH2:12][C:13]3[CH:14]=[N:15][C:16]([CH3:19])=[CH:17][CH:18]=3)[C:31]3[CH2:32][CH2:33][N:28]([C:24]4[CH:25]=[CH:26][CH:27]=[C:22]([C:21]([F:36])([F:20])[F:35])[CH:23]=4)[CH2:29][C:30]=3[C:5]=2[CH:4]=1, predict the reactants needed to synthesize it. The reactants are: Cl.[Cl:2][C:3]1[CH:8]=[CH:7][C:6]([N:9]([CH2:11][CH2:12][C:13]2[CH:14]=[N:15][C:16]([CH3:19])=[CH:17][CH:18]=2)N)=[CH:5][CH:4]=1.[F:20][C:21]([F:36])([F:35])[C:22]1[CH:23]=[C:24]([N:28]2[CH2:33][CH2:32][C:31](=O)[CH2:30][CH2:29]2)[CH:25]=[CH:26][CH:27]=1.